The task is: Binary Classification. Given a drug SMILES string, predict its activity (active/inactive) in a high-throughput screening assay against a specified biological target.. This data is from Kir2.1 potassium channel HTS with 301,493 compounds. (1) The molecule is S(=O)(=O)(N(Cc1cc2c([nH]c1=O)cccc2)c1ccc(OC)cc1)c1ccc(OC)cc1. The result is 0 (inactive). (2) The molecule is S=C(NN\C=C1\C(CO)=CN=C(C1=O)C)Nc1ccc(F)cc1. The result is 0 (inactive).